Dataset: Forward reaction prediction with 1.9M reactions from USPTO patents (1976-2016). Task: Predict the product of the given reaction. (1) Given the reactants [CH3:1][S:2](Cl)(=[O:4])=[O:3].[C:6]1([C:12]2[C:13]3[CH:22]=[CH:21][CH:20]=[CH:19][C:14]=3[S:15][C:16]=2[CH2:17][OH:18])[CH:11]=[CH:10][CH:9]=[CH:8][CH:7]=1.CCN(C(C)C)C(C)C, predict the reaction product. The product is: [CH3:1][S:2]([O:18][CH2:17][C:16]1[S:15][C:14]2[CH:19]=[CH:20][CH:21]=[CH:22][C:13]=2[C:12]=1[C:6]1[CH:7]=[CH:8][CH:9]=[CH:10][CH:11]=1)(=[O:4])=[O:3]. (2) Given the reactants [Cl:1][C:2]1[C:3]2[C:4]3[CH2:15][NH:14][CH2:13][CH2:12][C:5]=3[NH:6][C:7]=2[C:8]([CH3:11])=[CH:9][CH:10]=1.[C:16](O[C:16]([O:18][C:19]([CH3:22])([CH3:21])[CH3:20])=[O:17])([O:18][C:19]([CH3:22])([CH3:21])[CH3:20])=[O:17].[OH-].[Na+], predict the reaction product. The product is: [C:19]([O:18][C:16]([N:14]1[CH2:13][CH2:12][C:5]2[NH:6][C:7]3[C:8]([CH3:11])=[CH:9][CH:10]=[C:2]([Cl:1])[C:3]=3[C:4]=2[CH2:15]1)=[O:17])([CH3:22])([CH3:21])[CH3:20]. (3) Given the reactants [CH2:1]([N:8]1[CH:12]=[C:11]([CH:13]([C:15]2[C:16]([CH3:27])=[N:17][O:18][C:19]=2[C:20]2[CH:25]=[CH:24][C:23](Br)=[CH:22][CH:21]=2)[OH:14])[N:10]=[N:9]1)[C:2]1[CH:7]=[CH:6][CH:5]=[CH:4][CH:3]=1.[CH2:28]([O:30][C:31](=[O:48])[CH2:32][C:33]1[CH:38]=[CH:37][C:36](B2OC(C)(C)C(C)(C)O2)=[CH:35][CH:34]=1)[CH3:29], predict the reaction product. The product is: [CH2:28]([O:30][C:31](=[O:48])[CH2:32][C:33]1[CH:38]=[CH:37][C:36]([C:23]2[CH:24]=[CH:25][C:20]([C:19]3[O:18][N:17]=[C:16]([CH3:27])[C:15]=3[CH:13]([C:11]3[N:10]=[N:9][N:8]([CH2:1][C:2]4[CH:7]=[CH:6][CH:5]=[CH:4][CH:3]=4)[CH:12]=3)[OH:14])=[CH:21][CH:22]=2)=[CH:35][CH:34]=1)[CH3:29]. (4) Given the reactants CN([S+](N(C)C)N(C)C)C.C[Si-](F)(F)(C)C.[Si]([O:34][CH2:35][CH2:36][N:37]1[CH2:42][CH2:41][N:40]([CH2:43][CH2:44][C@@H:45]([NH:54][C:55]2[CH:60]=[CH:59][C:58]([S:61]([NH:64][C:65](=[O:99])[C:66]3[CH:71]=[CH:70][C:69]([N:72]4[CH2:77][CH2:76][CH:75]([C@H:78]([C:86]5[CH:91]=[CH:90][CH:89]=[CH:88][C:87]=5[C:92]5[CH:97]=[CH:96][C:95]([Cl:98])=[CH:94][CH:93]=5)[NH:79][S@:80]([C:82]([CH3:85])([CH3:84])[CH3:83])=[O:81])[CH2:74][CH2:73]4)=[CH:68][CH:67]=3)(=[O:63])=[O:62])=[CH:57][C:56]=2[S:100]([C:103]([F:106])([F:105])[F:104])(=[O:102])=[O:101])[CH2:46][S:47][C:48]2[CH:53]=[CH:52][CH:51]=[CH:50][CH:49]=2)[CH2:39][CH2:38]1)(C(C)(C)C)(C1C=CC=CC=1)C1C=CC=CC=1, predict the reaction product. The product is: [Cl:98][C:95]1[CH:94]=[CH:93][C:92]([C:87]2[CH:88]=[CH:89][CH:90]=[CH:91][C:86]=2[C@H:78]([NH:79][S@:80]([C:82]([CH3:85])([CH3:84])[CH3:83])=[O:81])[CH:75]2[CH2:74][CH2:73][N:72]([C:69]3[CH:68]=[CH:67][C:66]([C:65]([NH:64][S:61]([C:58]4[CH:59]=[CH:60][C:55]([NH:54][C@H:45]([CH2:44][CH2:43][N:40]5[CH2:39][CH2:38][N:37]([CH2:36][CH2:35][OH:34])[CH2:42][CH2:41]5)[CH2:46][S:47][C:48]5[CH:53]=[CH:52][CH:51]=[CH:50][CH:49]=5)=[C:56]([S:100]([C:103]([F:106])([F:105])[F:104])(=[O:101])=[O:102])[CH:57]=4)(=[O:63])=[O:62])=[O:99])=[CH:71][CH:70]=3)[CH2:77][CH2:76]2)=[CH:97][CH:96]=1. (5) Given the reactants [C:1]([C:3]1[CH:15]=[CH:14][CH:13]=[CH:12][C:4]=1[CH2:5][N:6]([CH3:11])[S:7]([CH3:10])(=[O:9])=[O:8])#[N:2], predict the reaction product. The product is: [NH2:2][CH2:1][C:3]1[CH:15]=[CH:14][CH:13]=[CH:12][C:4]=1[CH2:5][N:6]([CH3:11])[S:7]([CH3:10])(=[O:9])=[O:8]. (6) Given the reactants [C:1]([O:5][C:6](=[O:22])[NH:7][C@@H:8]1[C:14](=[O:15])[NH:13][C:12]2[CH:16]=[CH:17][C:18]([C:20]#[N:21])=[CH:19][C:11]=2[CH2:10][CH2:9]1)([CH3:4])([CH3:3])[CH3:2].[N-:23]=[N+:24]=[N-:25].[Na+].[Cl-].[NH4+], predict the reaction product. The product is: [C:1]([O:5][C:6](=[O:22])[NH:7][C@@H:8]1[C:14](=[O:15])[NH:13][C:12]2[CH:16]=[CH:17][C:18]([C:20]3[NH:25][N:24]=[N:23][N:21]=3)=[CH:19][C:11]=2[CH2:10][CH2:9]1)([CH3:4])([CH3:2])[CH3:3].